Dataset: Reaction yield outcomes from USPTO patents with 853,638 reactions. Task: Predict the reaction yield, written as a fraction of the theoretical maximum amount of product (1.0 means a 100% yield; for example, 0.34 means a 34% yield). The reactants are Br[C:2]([Br:5])([CH3:4])C.[C:6]1(=[O:16])[NH:10][C:9](=[O:11])[C:8]2=[CH:12][CH:13]=[CH:14][CH:15]=[C:7]12.[K].[CH3:18]N(C=O)C. No catalyst specified. The product is [Br:5][CH2:2][CH2:4][CH2:18][N:10]1[C:6](=[O:16])[C:7]2[C:8](=[CH:12][CH:13]=[CH:14][CH:15]=2)[C:9]1=[O:11]. The yield is 0.490.